Dataset: Reaction yield outcomes from USPTO patents with 853,638 reactions. Task: Predict the reaction yield, written as a fraction of the theoretical maximum amount of product (1.0 means a 100% yield; for example, 0.34 means a 34% yield). The reactants are [CH3:1][O:2][C:3]1[CH:4]=[C:5]([C:11]([C:13]2[CH:18]=[CH:17][C:16]([O:19][CH3:20])=[CH:15][CH:14]=2)=O)[CH:6]=[CH:7][C:8]=1[O:9][CH3:10].C(OP([CH2:29][C:30]#[N:31])(=O)OCC)C.C[Si]([N-][Si](C)(C)C)(C)C.[Li+].COC1C=C(C(C2C=CC=C(OC)C=2)=CC#N)C=C(OC)C=1. The yield is 0.960. The product is [CH3:1][O:2][C:3]1[CH:4]=[C:5]([C:11]([C:13]2[CH:18]=[CH:17][C:16]([O:19][CH3:20])=[CH:15][CH:14]=2)=[CH:29][C:30]#[N:31])[CH:6]=[CH:7][C:8]=1[O:9][CH3:10]. The catalyst is C1COCC1.